Predict the reactants needed to synthesize the given product. From a dataset of Full USPTO retrosynthesis dataset with 1.9M reactions from patents (1976-2016). Given the product [C:24]([O:27][CH2:28][C:29]1[C:34]([C:2]2[CH:3]=[C:4]([NH:10][C:11]3[CH:23]=[C:14]4[CH2:15][N:16]([CH:19]5[CH2:22][O:21][CH2:20]5)[CH2:17][CH2:18][N:13]4[N:12]=3)[C:5](=[O:9])[N:6]([CH3:8])[CH:7]=2)=[CH:33][CH:32]=[CH:31][C:30]=1[N:45]1[CH2:56][CH2:55][C:54]2[C:53]3[CH2:52][C:51]([CH3:58])([CH3:57])[CH2:50][C:49]=3[S:48][C:47]=2[C:46]1=[O:59])(=[O:26])[CH3:25], predict the reactants needed to synthesize it. The reactants are: Br[C:2]1[CH:3]=[C:4]([NH:10][C:11]2[CH:23]=[C:14]3[CH2:15][N:16]([CH:19]4[CH2:22][O:21][CH2:20]4)[CH2:17][CH2:18][N:13]3[N:12]=2)[C:5](=[O:9])[N:6]([CH3:8])[CH:7]=1.[C:24]([O:27][CH2:28][C:29]1[C:34](B2OC(C)(C)C(C)(C)O2)=[CH:33][C:32](F)=[CH:31][C:30]=1[N:45]1[CH2:56][CH2:55][C:54]2[C:53]3[CH2:52][C:51]([CH3:58])([CH3:57])[CH2:50][C:49]=3[S:48][C:47]=2[C:46]1=[O:59])(=[O:26])[CH3:25].CC([O-])=O.[Na+].